Dataset: Catalyst prediction with 721,799 reactions and 888 catalyst types from USPTO. Task: Predict which catalyst facilitates the given reaction. Reactant: [CH3:1][O:2][C:3]1[CH:4]=[CH:5][C:6]2[C:11](=[O:12])O[C:9](=O)[NH:8][C:7]=2[CH:14]=1.[CH:15]([O:18][C:19]1[CH:26]=[CH:25][C:22](C=O)=[CH:21][CH:20]=1)([CH3:17])[CH3:16].C([O-])(=O)C.[NH4+:31]. Product: [CH:15]([O:18][C:19]1[CH:26]=[CH:25][C:22]([CH:9]2[N:31]=[C:11]([OH:12])[C:6]3[C:7](=[CH:14][C:3]([O:2][CH3:1])=[CH:4][CH:5]=3)[NH:8]2)=[CH:21][CH:20]=1)([CH3:17])[CH3:16]. The catalyst class is: 14.